Dataset: Reaction yield outcomes from USPTO patents with 853,638 reactions. Task: Predict the reaction yield, written as a fraction of the theoretical maximum amount of product (1.0 means a 100% yield; for example, 0.34 means a 34% yield). (1) The reactants are [CH3:1][C:2]1[O:6][N:5]=[C:4]([C:7]2[CH:12]=[CH:11][CH:10]=[CH:9][CH:8]=2)[C:3]=1[CH2:13][O:14][C:15]1[N:20]=[N:19][C:18]([NH2:21])=[CH:17][CH:16]=1.C(N(CC)CC)C.[CH3:29][O:30][CH2:31][C:32](Cl)=[O:33]. The catalyst is C1COCC1. The product is [CH3:29][O:30][CH2:31][C:32]([NH:21][C:18]1[N:19]=[N:20][C:15]([O:14][CH2:13][C:3]2[C:4]([C:7]3[CH:8]=[CH:9][CH:10]=[CH:11][CH:12]=3)=[N:5][O:6][C:2]=2[CH3:1])=[CH:16][CH:17]=1)=[O:33]. The yield is 0.730. (2) The reactants are Br[C:2]1[CH:3]=[C:4]2[C:10]([C:11]3[N:12]([S:16]([C:19]4[CH:24]=[CH:23][C:22]([CH3:25])=[CH:21][CH:20]=4)(=[O:18])=[O:17])[N:13]=[CH:14][CH:15]=3)=[CH:9][N:8]([S:26]([C:29]3[CH:34]=[CH:33][C:32]([CH3:35])=[CH:31][CH:30]=3)(=[O:28])=[O:27])[C:5]2=[N:6][CH:7]=1.[B:36]1([B:36]2[O:40][C:39]([CH3:42])([CH3:41])[C:38]([CH3:44])([CH3:43])[O:37]2)[O:40][C:39]([CH3:42])([CH3:41])[C:38]([CH3:44])([CH3:43])[O:37]1.ClCCl.C([O-])(=O)C.[Na+]. The catalyst is CN(C=O)C.C1C=CC(P(C2C=CC=CC=2)[C-]2C=CC=C2)=CC=1.C1C=CC(P(C2C=CC=CC=2)[C-]2C=CC=C2)=CC=1.Cl[Pd]Cl.[Fe+2]. The product is [CH3:43][C:38]1([CH3:44])[C:39]([CH3:42])([CH3:41])[O:40][B:36]([C:2]2[CH:3]=[C:4]3[C:10]([C:11]4[N:12]([S:16]([C:19]5[CH:24]=[CH:23][C:22]([CH3:25])=[CH:21][CH:20]=5)(=[O:18])=[O:17])[N:13]=[CH:14][CH:15]=4)=[CH:9][N:8]([S:26]([C:29]4[CH:34]=[CH:33][C:32]([CH3:35])=[CH:31][CH:30]=4)(=[O:28])=[O:27])[C:5]3=[N:6][CH:7]=2)[O:37]1. The yield is 0.390. (3) The reactants are [N:1]1[CH:6]=[CH:5][C:4]([C:7]2[CH2:8][C:9]([C:12]([OH:14])=O)=[N:10][N:11]=2)=[CH:3][CH:2]=1.[NH2:15][C@@H:16]([CH3:32])[CH2:17][N:18]1[CH:22]=[CH:21][C:20]([C:23]2[CH:30]=[CH:29][C:26]([C:27]#[N:28])=[C:25]([CH3:31])[CH:24]=2)=[N:19]1. No catalyst specified. The product is [C:27]([C:26]1[CH:29]=[CH:30][C:23]([C:20]2[CH:21]=[CH:22][N:18]([CH2:17][C@@H:16]([NH:15][C:12]([C:9]3[NH:10][N:11]=[C:7]([C:4]4[CH:3]=[CH:2][N:1]=[CH:6][CH:5]=4)[CH:8]=3)=[O:14])[CH3:32])[N:19]=2)=[CH:24][C:25]=1[CH3:31])#[N:28]. The yield is 0.400. (4) The reactants are [Cl:1][C:2]1[CH:3]=[C:4]([C:9]2[N:18]([CH2:19][C:20]([NH:22][CH:23]([CH3:25])[CH3:24])=[O:21])[C:17](=[O:26])[C:16]3[C:11](=[CH:12][CH:13]=[C:14]([OH:27])[CH:15]=3)[N:10]=2)[CH:5]=[CH:6][C:7]=1[F:8].Br[CH2:29][CH2:30][CH2:31][Cl:32].C([O-])([O-])=O.[K+].[K+]. The catalyst is C(#N)C. The product is [Cl:1][C:2]1[CH:3]=[C:4]([C:9]2[N:18]([CH2:19][C:20]([NH:22][CH:23]([CH3:24])[CH3:25])=[O:21])[C:17](=[O:26])[C:16]3[C:11](=[CH:12][CH:13]=[C:14]([O:27][CH2:29][CH2:30][CH2:31][Cl:32])[CH:15]=3)[N:10]=2)[CH:5]=[CH:6][C:7]=1[F:8]. The yield is 0.870.